This data is from Forward reaction prediction with 1.9M reactions from USPTO patents (1976-2016). The task is: Predict the product of the given reaction. (1) Given the reactants [CH2:1]([O:8][C@H:9]1[O:25][C@H:24]([CH2:26][O:27]CC2C=CC=CC=2)[C@@H:15]([O:16][CH2:17][C:18]2[CH:23]=[CH:22][CH:21]=[CH:20][CH:19]=2)[C@H:10]1[O:11][C:12](=[O:14])[CH3:13])[C:2]1[CH:7]=[CH:6][CH:5]=[CH:4][CH:3]=1, predict the reaction product. The product is: [CH2:1]([O:8][C@H:9]1[O:25][C@H:24]([CH2:26][OH:27])[C@@H:15]([O:16][CH2:17][C:18]2[CH:23]=[CH:22][CH:21]=[CH:20][CH:19]=2)[C@H:10]1[O:11][C:12](=[O:14])[CH3:13])[C:2]1[CH:7]=[CH:6][CH:5]=[CH:4][CH:3]=1. (2) Given the reactants [CH:1]([O:4][C:5]([N:7]1[CH2:12][CH2:11][CH:10]([CH2:13][O:14][C:15]2[CH:20]=[CH:19][C:18](B3OC(C)(C)C(C)(C)O3)=[CH:17][N:16]=2)[CH2:9][CH2:8]1)=[O:6])([CH3:3])[CH3:2].[C:30]([O:34][C:35]([N:37]1[C@H:46]([C:47]([N:49]2[CH2:53][CH2:52][CH2:51][C@H:50]2[C:54]#[N:55])=[O:48])[CH2:45][C:44]2[C:39](=[CH:40][C:41](OS(C(F)(F)F)(=O)=O)=[CH:42][CH:43]=2)[CH2:38]1)=[O:36])([CH3:33])([CH3:32])[CH3:31], predict the reaction product. The product is: [C:30]([O:34][C:35]([N:37]1[C@H:46]([C:47]([N:49]2[CH2:53][CH2:52][CH2:51][C@H:50]2[C:54]#[N:55])=[O:48])[CH2:45][C:44]2[C:39](=[CH:40][C:41]([C:18]3[CH:17]=[N:16][C:15]([O:14][CH2:13][CH:10]4[CH2:9][CH2:8][N:7]([C:5]([O:4][CH:1]([CH3:2])[CH3:3])=[O:6])[CH2:12][CH2:11]4)=[CH:20][CH:19]=3)=[CH:42][CH:43]=2)[CH2:38]1)=[O:36])([CH3:33])([CH3:31])[CH3:32]. (3) Given the reactants [CH3:1][O:2][C:3]1[CH:4]=[C:5]([SH:9])[CH:6]=[CH:7][CH:8]=1.C(=O)([O-])[O-].[K+].[K+].C(O)(=O)CCC.[CH2:22]([O:24][C:25](=[O:31])[CH2:26][C:27](=[O:30])[CH2:28]Cl)[CH3:23], predict the reaction product. The product is: [CH2:22]([O:24][C:25](=[O:31])[CH2:26][C:27](=[O:30])[CH2:28][S:9][C:5]1[CH:6]=[CH:7][CH:8]=[C:3]([O:2][CH3:1])[CH:4]=1)[CH3:23]. (4) Given the reactants [F:1][C:2]1[CH:7]=[CH:6][C:5]([C:8](=O)[CH2:9][CH2:10][N:11]2[CH2:16][CH2:15][CH2:14][CH:13]([C:17]3[S:18][CH:19]=[CH:20][N:21]=3)[CH2:12]2)=[CH:4][CH:3]=1.Cl.[NH2:24][OH:25].O.O.O.C([O-])(=O)C.[Na+], predict the reaction product. The product is: [F:1][C:2]1[CH:7]=[CH:6][C:5]([C:8](=[N:24][OH:25])[CH2:9][CH2:10][N:11]2[CH2:16][CH2:15][CH2:14][CH:13]([C:17]3[S:18][CH:19]=[CH:20][N:21]=3)[CH2:12]2)=[CH:4][CH:3]=1. (5) The product is: [Cl:32][C:33]1[C:38]([C:39]([OH:41])=[O:40])=[C:37]([F:42])[C:36]([S:43](=[O:45])(=[O:44])[NH:58][C:54]2([CH3:53])[CH2:57][O:56][CH2:55]2)=[CH:35][CH:34]=1. Given the reactants ClC1C=CC=C(F)C=1C(O)=O.ClS(O)(=O)=O.ClC1C(S(Cl)(=O)=O)=CC=C(F)C=1C(O)=O.[Cl:32][C:33]1[C:38]([C:39]([OH:41])=[O:40])=[C:37]([F:42])[C:36]([S:43](Cl)(=[O:45])=[O:44])=[CH:35][CH:34]=1.C(=O)([O-])[O-].[Na+].[Na+].[CH3:53][C:54]1([NH2:58])[CH2:57][O:56][CH2:55]1, predict the reaction product. (6) Given the reactants [F:1][C:2]([F:14])([F:13])[C:3]1[CH:8]=[CH:7][C:6]([CH2:9][C:10]([OH:12])=[O:11])=[CH:5][CH:4]=1.CN1C(=O)N(C)CCC1.C([Li])CCC.Br[CH2:30][CH2:31][CH2:32][Cl:33], predict the reaction product. The product is: [Cl:33][CH2:32][CH2:31][CH2:30][CH:9]([C:6]1[CH:5]=[CH:4][C:3]([C:2]([F:13])([F:14])[F:1])=[CH:8][CH:7]=1)[C:10]([OH:12])=[O:11].